Dataset: Full USPTO retrosynthesis dataset with 1.9M reactions from patents (1976-2016). Task: Predict the reactants needed to synthesize the given product. Given the product [Cl:19][C:13]1[CH:14]=[CH:15][CH:16]=[C:17]([Cl:18])[C:12]=1[C:10]1[NH:11][C:7]2[CH:6]=[C:5]([C:3]([OH:4])=[O:2])[CH:21]=[CH:20][C:8]=2[N:9]=1, predict the reactants needed to synthesize it. The reactants are: C[O:2][C:3]([C:5]1[CH:21]=[CH:20][C:8]2[N:9]=[C:10]([C:12]3[C:17]([Cl:18])=[CH:16][CH:15]=[CH:14][C:13]=3[Cl:19])[NH:11][C:7]=2[CH:6]=1)=[O:4].[OH-].[Na+].